From a dataset of NCI-60 drug combinations with 297,098 pairs across 59 cell lines. Regression. Given two drug SMILES strings and cell line genomic features, predict the synergy score measuring deviation from expected non-interaction effect. (1) Drug 1: CCCCCOC(=O)NC1=NC(=O)N(C=C1F)C2C(C(C(O2)C)O)O. Drug 2: C1=NC(=NC(=O)N1C2C(C(C(O2)CO)O)O)N. Cell line: SN12C. Synergy scores: CSS=1.49, Synergy_ZIP=-2.40, Synergy_Bliss=-5.20, Synergy_Loewe=-14.0, Synergy_HSA=-6.52. (2) Drug 1: C1=NC(=NC(=O)N1C2C(C(C(O2)CO)O)O)N. Drug 2: CN(CC1=CN=C2C(=N1)C(=NC(=N2)N)N)C3=CC=C(C=C3)C(=O)NC(CCC(=O)O)C(=O)O. Cell line: SK-OV-3. Synergy scores: CSS=28.1, Synergy_ZIP=0.481, Synergy_Bliss=3.83, Synergy_Loewe=-13.0, Synergy_HSA=0.300. (3) Drug 1: C1=CC(=CC=C1CCC2=CNC3=C2C(=O)NC(=N3)N)C(=O)NC(CCC(=O)O)C(=O)O. Drug 2: CC1CCCC2(C(O2)CC(NC(=O)CC(C(C(=O)C(C1O)C)(C)C)O)C(=CC3=CSC(=N3)C)C)C. Cell line: OVCAR3. Synergy scores: CSS=31.5, Synergy_ZIP=2.45, Synergy_Bliss=3.42, Synergy_Loewe=3.72, Synergy_HSA=3.90. (4) Drug 1: CN(C)N=NC1=C(NC=N1)C(=O)N. Drug 2: C1=CC(=CC=C1CCCC(=O)O)N(CCCl)CCCl. Cell line: LOX IMVI. Synergy scores: CSS=51.3, Synergy_ZIP=-5.25, Synergy_Bliss=-0.461, Synergy_Loewe=1.01, Synergy_HSA=5.26.